The task is: Predict the reaction yield, written as a fraction of the theoretical maximum amount of product (1.0 means a 100% yield; for example, 0.34 means a 34% yield).. This data is from Reaction yield outcomes from USPTO patents with 853,638 reactions. The reactants are [CH2:1]([CH:7]([CH2:14][CH2:15][CH2:16][CH2:17][CH2:18][CH2:19][CH2:20][CH3:21])[CH2:8][C:9]1[CH:13]=[CH:12][S:11][CH:10]=1)[CH2:2][CH2:3][CH2:4][CH2:5][CH3:6].[Br:22]N1C(=O)CCC1=O. The catalyst is O1CCCC1. The product is [Br:22][C:10]1[S:11][CH:12]=[CH:13][C:9]=1[CH2:8][CH:7]([CH2:1][CH2:2][CH2:3][CH2:4][CH2:5][CH3:6])[CH2:14][CH2:15][CH2:16][CH2:17][CH2:18][CH2:19][CH2:20][CH3:21]. The yield is 0.950.